Predict the product of the given reaction. From a dataset of Forward reaction prediction with 1.9M reactions from USPTO patents (1976-2016). (1) Given the reactants [O:1]1[CH2:6][CH2:5][N:4]([C:7]2[N:12]=[C:11]([N:13]3[CH2:18][CH2:17][O:16][CH2:15][CH2:14]3)[N:10]=[C:9]([C:19]3[CH:24]=[CH:23][C:22]([NH:25][C:26](=[O:37])[NH:27][C:28]4[CH:36]=[CH:35][C:31]([C:32](O)=[O:33])=[CH:30][CH:29]=4)=[CH:21][CH:20]=3)[N:8]=2)[CH2:3][CH2:2]1.CCN(C(C)C)C(C)C.CN(C(ON1N=NC2C=CC=CC1=2)=[N+](C)C)C.F[P-](F)(F)(F)(F)F.[CH3:71][N:72]([CH3:79])[CH:73]1[CH2:78][CH2:77][NH:76][CH2:75][CH2:74]1, predict the reaction product. The product is: [CH3:71][N:72]([CH3:79])[CH:73]1[CH2:78][CH2:77][N:76]([C:32]([C:31]2[CH:35]=[CH:36][C:28]([NH:27][C:26]([NH:25][C:22]3[CH:21]=[CH:20][C:19]([C:9]4[N:10]=[C:11]([N:13]5[CH2:18][CH2:17][O:16][CH2:15][CH2:14]5)[N:12]=[C:7]([N:4]5[CH2:3][CH2:2][O:1][CH2:6][CH2:5]5)[N:8]=4)=[CH:24][CH:23]=3)=[O:37])=[CH:29][CH:30]=2)=[O:33])[CH2:75][CH2:74]1. (2) Given the reactants [C:1]1(N)[C:2]([NH2:7])=[CH:3][CH:4]=[CH:5][CH:6]=1.N1CCC[C@H]1C(O)=O.[O:17]=[C:18]([CH3:22])[CH2:19][C:20]#[N:21].N1C=CC=CC=1C=O, predict the reaction product. The product is: [O:17]=[C:18]([CH3:22])[CH:19]([CH2:1][C:6]1[CH:5]=[CH:4][CH:3]=[CH:2][N:7]=1)[C:20]#[N:21]. (3) Given the reactants [CH2:1]([O:3][C:4]([C:6]1[CH:7]=[C:8]2[C:13](=[CH:14][CH:15]=1)[NH:12][CH:11]([C:16]1[CH:21]=[CH:20][C:19]([F:22])=[C:18](Br)[CH:17]=1)[C:10]([CH3:25])([CH3:24])[CH2:9]2)=[O:5])[CH3:2].[NH:26]1[CH2:31][CH2:30][O:29][CH2:28][CH2:27]1.N1CCC[C@H]1C(O)=O.C(=O)([O-])[O-].[K+].[K+], predict the reaction product. The product is: [CH2:1]([O:3][C:4]([C:6]1[CH:7]=[C:8]2[C:13](=[CH:14][CH:15]=1)[NH:12][CH:11]([C:16]1[CH:17]=[C:18]([N:26]3[CH2:31][CH2:30][O:29][CH2:28][CH2:27]3)[C:19]([F:22])=[CH:20][CH:21]=1)[C:10]([CH3:25])([CH3:24])[CH2:9]2)=[O:5])[CH3:2]. (4) Given the reactants [C:1]([O:5][C:6](=[O:26])[N:7]([C:9]1[CH:14]=[CH:13][N:12]2[CH:15]=[C:16]([C:18]3[CH:23]=[CH:22][C:21]([CH2:24][OH:25])=[CH:20][CH:19]=3)[N:17]=[C:11]2[N:10]=1)[CH3:8])([CH3:4])([CH3:3])[CH3:2].[C:27]([O-])([O-])=O.[K+].[K+].CI, predict the reaction product. The product is: [C:1]([O:5][C:6](=[O:26])[N:7]([C:9]1[CH:14]=[CH:13][N:12]2[CH:15]=[C:16]([C:18]3[CH:19]=[CH:20][C:21]([CH2:24][O:25][CH3:27])=[CH:22][CH:23]=3)[N:17]=[C:11]2[N:10]=1)[CH3:8])([CH3:4])([CH3:2])[CH3:3]. (5) Given the reactants [Br:1][C:2]1[CH:11]=[CH:10][C:5]2[N:6]=[C:7](Cl)[S:8][C:4]=2[CH:3]=1.FC(F)(F)C(O)=O.[NH:19]1[CH2:24][CH2:23][CH:22]([O:25][C:26]2[CH:31]=[CH:30][CH:29]=[CH:28][C:27]=2[NH:32][S:33]([C:36]2[CH:41]=[CH:40][CH:39]=[CH:38][N:37]=2)(=[O:35])=[O:34])[CH2:21][CH2:20]1, predict the reaction product. The product is: [Br:1][C:2]1[CH:11]=[CH:10][C:5]2[N:6]=[C:7]([N:19]3[CH2:24][CH2:23][CH:22]([O:25][C:26]4[CH:31]=[CH:30][CH:29]=[CH:28][C:27]=4[NH:32][S:33]([C:36]4[CH:41]=[CH:40][CH:39]=[CH:38][N:37]=4)(=[O:35])=[O:34])[CH2:21][CH2:20]3)[S:8][C:4]=2[CH:3]=1. (6) Given the reactants [CH:1]1([N:4]([CH3:20])[C:5]2[C:6]3[C:15]4[CH2:16][CH2:17][CH2:18][CH2:19][C:14]=4[S:13][C:7]=3[N:8]=[C:9]([CH2:11][OH:12])[N:10]=2)[CH2:3][CH2:2]1.O[C:22]1[CH:23]=[N:24][CH:25]=[CH:26][CH:27]=1.C1(P(C2C=CC=CC=2)C2C=CC=CC=2)C=CC=CC=1.CC(OC(/N=N/C(OC(C)C)=O)=O)C, predict the reaction product. The product is: [CH:1]1([N:4]([CH3:20])[C:5]2[C:6]3[C:15]4[CH2:16][CH2:17][CH2:18][CH2:19][C:14]=4[S:13][C:7]=3[N:8]=[C:9]([CH2:11][O:12][C:22]3[CH:23]=[N:24][CH:25]=[CH:26][CH:27]=3)[N:10]=2)[CH2:3][CH2:2]1.